This data is from Catalyst prediction with 721,799 reactions and 888 catalyst types from USPTO. The task is: Predict which catalyst facilitates the given reaction. Reactant: I[C:2]1[CH:8]=[CH:7][C:5]([NH2:6])=[CH:4][CH:3]=1.[C:9]([O:13][C:14]([N:16]1[CH2:21][CH2:20][NH:19][C:18](=[O:22])[CH2:17]1)=[O:15])([CH3:12])([CH3:11])[CH3:10].C([O-])([O-])=O.[K+].[K+]. Product: [C:9]([O:13][C:14]([N:16]1[CH2:21][CH2:20][N:19]([C:2]2[CH:8]=[CH:7][C:5]([NH2:6])=[CH:4][CH:3]=2)[C:18](=[O:22])[CH2:17]1)=[O:15])([CH3:12])([CH3:10])[CH3:11]. The catalyst class is: 185.